Dataset: Peptide-MHC class I binding affinity with 185,985 pairs from IEDB/IMGT. Task: Regression. Given a peptide amino acid sequence and an MHC pseudo amino acid sequence, predict their binding affinity value. This is MHC class I binding data. (1) The peptide sequence is TPGPGIRYPL. The MHC is HLA-B40:02 with pseudo-sequence HLA-B40:02. The binding affinity (normalized) is 0. (2) The peptide sequence is ISNNHIISK. The MHC is HLA-A02:01 with pseudo-sequence HLA-A02:01. The binding affinity (normalized) is 0.0847.